Dataset: Full USPTO retrosynthesis dataset with 1.9M reactions from patents (1976-2016). Task: Predict the reactants needed to synthesize the given product. (1) Given the product [F:15][C:6]1[C:5]2[O:4][CH2:3][CH:2]([NH:1][CH:28]([CH3:29])[CH2:27][CH2:26][C:20]3[C:19]4[C:23](=[CH:24][CH:25]=[C:17]([F:16])[CH:18]=4)[NH:22][CH:21]=3)[CH2:11][C:10]=2[C:9]([C:12]([NH2:14])=[O:13])=[CH:8][CH:7]=1, predict the reactants needed to synthesize it. The reactants are: [NH2:1][CH:2]1[CH2:11][C:10]2[C:9]([C:12]([NH2:14])=[O:13])=[CH:8][CH:7]=[C:6]([F:15])[C:5]=2[O:4][CH2:3]1.[F:16][C:17]1[CH:18]=[C:19]2[C:23](=[CH:24][CH:25]=1)[NH:22][CH:21]=[C:20]2[CH2:26][CH2:27][C:28](=O)[CH3:29].C(O)(=O)C.C(O[BH-](OC(=O)C)OC(=O)C)(=O)C.[Na+]. (2) Given the product [C:26]([C:24]1[CH:25]=[C:20]([CH3:19])[C:21]([NH:32][C:33](=[O:40])[CH2:34][N:35]2[CH2:39][CH2:38][CH2:37][CH2:36]2)=[N:22][CH:23]=1)#[CH:27], predict the reactants needed to synthesize it. The reactants are: CCCC[N+](CCCC)(CCCC)CCCC.[F-].[CH3:19][C:20]1[C:21]([NH:32][C:33](=[O:40])[CH2:34][N:35]2[CH2:39][CH2:38][CH2:37][CH2:36]2)=[N:22][CH:23]=[C:24]([C:26]#[C:27][Si](C)(C)C)[CH:25]=1. (3) Given the product [CH2:2]1[C:35]2[C:41](=[CH:40][CH:39]=[C:37]([NH:38][C:2]3[N:7]=[C:6]([C:8]4[C:9]([C:17]5[CH:18]=[C:19]([NH:23][C:24](=[O:33])[C:25]6[CH:30]=[CH:29][CH:28]=[CH:27][CH:26]=6)[CH:20]=[CH:21][CH:22]=5)=[N:10][N:11]5[CH:16]=[CH:15][CH:14]=[CH:13][C:12]=45)[CH:5]=[CH:4][N:3]=3)[CH:36]=2)[CH2:5][CH2:4][NH:3]1, predict the reactants needed to synthesize it. The reactants are: Cl[C:2]1[N:7]=[C:6]([C:8]2[C:9]([C:17]3[CH:18]=[C:19]([NH:23][C:24](=[O:33])[C:25]4[C:30](F)=[CH:29][CH:28]=[CH:27][C:26]=4F)[CH:20]=[CH:21][CH:22]=3)=[N:10][N:11]3[CH:16]=[CH:15][CH:14]=[CH:13][C:12]=23)[CH:5]=[CH:4][N:3]=1.Cl[C:35]1[CH:36]=[C:37]([CH:39]=[CH:40][C:41]=1OC)[NH2:38]. (4) Given the product [CH2:1]([C:3]1[C:11]2[C:10](=[O:12])[CH2:9][C:8]([CH3:14])([CH3:13])[CH2:7][C:6]=2[N:5]([C:15]2[CH:22]=[C:21]([NH:23][C@H:24]3[CH2:28][CH2:27][O:26][CH2:25]3)[C:18]([C:19]([NH2:20])=[O:30])=[C:17]([F:29])[CH:16]=2)[CH:4]=1)[CH3:2], predict the reactants needed to synthesize it. The reactants are: [CH2:1]([C:3]1[C:11]2[C:10](=[O:12])[CH2:9][C:8]([CH3:14])([CH3:13])[CH2:7][C:6]=2[N:5]([C:15]2[CH:22]=[C:21]([NH:23][CH:24]3[CH2:28][CH2:27][O:26][CH2:25]3)[C:18]([C:19]#[N:20])=[C:17]([F:29])[CH:16]=2)[CH:4]=1)[CH3:2].[OH-:30].[Na+].OO.[NH4+].[Cl-]. (5) Given the product [O:21]=[C:19]([N:24]1[CH2:29][CH2:28][CH2:27][CH2:26][CH2:25]1)[CH2:18][C:15]1[CH:16]=[CH:17][C:12]([N:5]2[C:6]3[CH2:7][CH2:8][CH2:9][CH2:10][C:11]=3[C:3]([C:2]([F:1])([F:23])[F:22])=[N:4]2)=[CH:13][CH:14]=1, predict the reactants needed to synthesize it. The reactants are: [F:1][C:2]([F:23])([F:22])[C:3]1[C:11]2[CH2:10][CH2:9][CH2:8][CH2:7][C:6]=2[N:5]([C:12]2[CH:17]=[CH:16][C:15]([CH2:18][C:19]([OH:21])=O)=[CH:14][CH:13]=2)[N:4]=1.[NH:24]1[CH2:29][CH2:28][CH2:27][CH2:26][CH2:25]1. (6) Given the product [NH2:10][C:2]([CH3:9])([CH3:1])[CH2:3][CH2:4][C:5]([O:7][CH3:8])=[O:6], predict the reactants needed to synthesize it. The reactants are: [CH3:1][C:2]([N+:10]([O-])=O)([CH3:9])[CH2:3][CH2:4][C:5]([O:7][CH3:8])=[O:6]. (7) Given the product [C:33]1([C:5]2[S:6][CH:7]=[C:8]([C:10]([N:12]3[CH2:17][CH2:16][N:15]([C:18]([O:20][C:21]([CH3:24])([CH3:23])[CH3:22])=[O:19])[CH2:14][CH:13]3[CH2:25][O:26][C:27]3[CH:28]=[N:29][CH:30]=[CH:31][CH:32]=3)=[O:11])[N:9]=2)[CH:38]=[CH:37][CH:36]=[CH:35][CH:34]=1, predict the reactants needed to synthesize it. The reactants are: ClCCl.Cl[C:5]1[S:6][CH:7]=[C:8]([C:10]([N:12]2[CH2:17][CH2:16][N:15]([C:18]([O:20][C:21]([CH3:24])([CH3:23])[CH3:22])=[O:19])[CH2:14][CH:13]2[CH2:25][O:26][C:27]2[CH:28]=[N:29][CH:30]=[CH:31][CH:32]=2)=[O:11])[N:9]=1.[C:33]1(B(O)O)[CH:38]=[CH:37][CH:36]=[CH:35][CH:34]=1.C(=O)([O-])[O-].[Na+].[Na+]. (8) Given the product [CH3:1][C:2]1([CH3:13])[C@H:7]2[CH2:8][C@@H:3]1[CH2:4][CH2:5][C@H:6]2[CH2:9][C:10]([Cl:16])=[O:11], predict the reactants needed to synthesize it. The reactants are: [CH3:1][C:2]1([CH3:13])[C@H:7]2[CH2:8][C@@H:3]1[CH2:4][CH2:5][C@H:6]2[CH2:9][C:10](O)=[O:11].S(Cl)([Cl:16])=O. (9) Given the product [CH2:23]([C:20]1[CH:19]=[N:18][C:17]([N:14]2[CH2:15][CH2:16][CH:11]([N:8]3[C:5]4=[CH:6][N:7]=[C:2]([C:33]5[CH:38]=[CH:37][C:36]([S:39]([CH3:42])(=[O:41])=[O:40])=[CH:35][CH:34]=5)[CH:3]=[C:4]4[CH:10]=[CH:9]3)[CH2:12][CH2:13]2)=[N:22][CH:21]=1)[CH3:24], predict the reactants needed to synthesize it. The reactants are: Br[C:2]1[CH:3]=[C:4]2[CH:10]=[CH:9][N:8]([CH:11]3[CH2:16][CH2:15][N:14]([C:17]4[N:22]=[CH:21][C:20]([CH2:23][CH3:24])=[CH:19][N:18]=4)[CH2:13][CH2:12]3)[C:5]2=[CH:6][N:7]=1.CC1(C)C(C)(C)OB([C:33]2[CH:38]=[CH:37][C:36]([S:39]([CH3:42])(=[O:41])=[O:40])=[CH:35][CH:34]=2)O1. (10) The reactants are: Br[CH2:2][CH:3]([F:5])[F:4].[NH:6]1[C:10]2=[N:11][CH:12]=[CH:13][CH:14]=[C:9]2[C:8]([C:15]([O:17][CH3:18])=[O:16])=[CH:7]1.C([O-])([O-])=O.[K+].[K+]. Given the product [F:4][CH:3]([F:5])[CH2:2][N:6]1[C:10]2=[N:11][CH:12]=[CH:13][CH:14]=[C:9]2[C:8]([C:15]([O:17][CH3:18])=[O:16])=[CH:7]1, predict the reactants needed to synthesize it.